Dataset: Full USPTO retrosynthesis dataset with 1.9M reactions from patents (1976-2016). Task: Predict the reactants needed to synthesize the given product. (1) The reactants are: [Cl:1][C:2]1[CH:18]=[CH:17][C:5]([O:6][C:7]2[C:12]([F:13])=[CH:11][C:10]([CH2:14][OH:15])=[CH:9][C:8]=2[F:16])=[CH:4][C:3]=1[F:19].Cl[C:21]1[CH:32]=[C:25]2[N:26]([CH3:31])[C@@H:27]([CH3:30])[CH2:28][CH2:29][N:24]2[C:23](=[O:33])[N:22]=1. Given the product [Cl:1][C:2]1[CH:18]=[CH:17][C:5]([O:6][C:7]2[C:12]([F:13])=[CH:11][C:10]([CH2:14][O:15][C:21]3[CH:32]=[C:25]4[N:26]([CH3:31])[C@@H:27]([CH3:30])[CH2:28][CH2:29][N:24]4[C:23](=[O:33])[N:22]=3)=[CH:9][C:8]=2[F:16])=[CH:4][C:3]=1[F:19], predict the reactants needed to synthesize it. (2) Given the product [CH:7]([C:10]1[N:14]([CH3:15])[C:13]([CH:16]=[O:17])=[CH:12][N:11]=1)([CH3:9])[CH3:8], predict the reactants needed to synthesize it. The reactants are: C(N)(=O)C(C)C.[CH:7]1([C:10]2[N:14]([CH3:15])[C:13]([CH:16]=[O:17])=[CH:12][N:11]=2)[CH2:9][CH2:8]1. (3) Given the product [Cl:11][C:12]1[CH:13]=[C:14]([CH:38]=[CH:39][C:40]=1[F:41])[NH:15][C:16]1[C:25]2[C:20](=[CH:21][C:22]([O:37][CH2:2][CH2:3][OH:4])=[CH:23][C:24]=2[O:26][CH2:27][C@H:28]2[CH2:32][CH2:31][CH2:30][N:29]2[C:33](=[O:36])[CH2:34][OH:35])[N:19]=[CH:18][N:17]=1, predict the reactants needed to synthesize it. The reactants are: Br[CH2:2][CH2:3][OH:4].C(=O)([O-])[O-].[K+].[K+].[Cl:11][C:12]1[CH:13]=[C:14]([CH:38]=[CH:39][C:40]=1[F:41])[NH:15][C:16]1[C:25]2[C:20](=[CH:21][C:22]([OH:37])=[CH:23][C:24]=2[O:26][CH2:27][C@H:28]2[CH2:32][CH2:31][CH2:30][N:29]2[C:33](=[O:36])[CH2:34][OH:35])[N:19]=[CH:18][N:17]=1.O. (4) Given the product [F:68][C:67]([F:70])([F:69])[C:65]([OH:71])=[O:66].[CH3:7][N:8]1[C:16]2[C:11](=[CH:12][CH:13]=[C:14]([S:17]([NH:1][C:2]3[S:3][CH:4]=[CH:5][N:6]=3)(=[O:19])=[O:18])[CH:15]=2)[C:10]([C:32]2[CH:37]=[CH:36][C:35]([C:38]([F:40])([F:39])[F:41])=[CH:34][C:33]=2[C:42]2[CH2:47][CH2:46][NH:45][CH2:44][CH:43]=2)=[CH:9]1, predict the reactants needed to synthesize it. The reactants are: [NH2:1][C:2]1[S:3][CH:4]=[CH:5][N:6]=1.[CH3:7][N:8]1[C:16]2[C:11](=[CH:12][CH:13]=[C:14]([S:17](OC3C(F)=C(F)C(F)=C(F)C=3F)(=[O:19])=[O:18])[CH:15]=2)[C:10]([C:32]2[CH:37]=[CH:36][C:35]([C:38]([F:41])([F:40])[F:39])=[CH:34][C:33]=2[C:42]2[CH2:47][CH2:46][N:45](C(OC(C)(C)C)=O)[CH2:44][CH:43]=2)=[CH:9]1.[Li+].C[Si]([N-][Si](C)(C)C)(C)C.[C:65]([OH:71])([C:67]([F:70])([F:69])[F:68])=[O:66]. (5) The reactants are: [Mg].Br[C:3]1[CH:8]=[CH:7][C:6]([O:9][CH2:10][CH3:11])=[C:5]([F:12])[C:4]=1[F:13].[CH:14]([CH:16]1[CH2:21][CH2:20][C:19](=[O:22])[CH2:18][CH2:17]1)=[CH2:15].Cl. Given the product [CH2:10]([O:9][C:6]1[CH:7]=[CH:8][C:3]([C:19]2([OH:22])[CH2:20][CH2:21][CH:16]([CH:14]=[CH2:15])[CH2:17][CH2:18]2)=[C:4]([F:13])[C:5]=1[F:12])[CH3:11], predict the reactants needed to synthesize it. (6) Given the product [OH:1][C:2]1[CH:3]=[C:4]([CH2:8][C:9]([NH:11][NH:12][C:13](=[O:30])[C:14]2[CH:19]=[CH:18][C:17]([OH:20])=[CH:16][C:15]=2[CH2:28][CH3:29])=[O:10])[CH:5]=[CH:6][CH:7]=1, predict the reactants needed to synthesize it. The reactants are: [OH:1][C:2]1[CH:3]=[C:4]([CH2:8][C:9]([NH:11][NH:12][C:13](=[O:30])[C:14]2[CH:19]=[CH:18][C:17]([O:20]CC3C=CC=CC=3)=[CH:16][C:15]=2[CH2:28][CH3:29])=[O:10])[CH:5]=[CH:6][CH:7]=1.